This data is from Catalyst prediction with 721,799 reactions and 888 catalyst types from USPTO. The task is: Predict which catalyst facilitates the given reaction. (1) Reactant: CC([O-])(C)C.[K+].[NH2:7][C:8]1[CH:28]=[CH:27][C:11]([C:12]([N:14]2[CH2:19][CH2:18][N:17]([C:20]([O:22][C:23]([CH3:26])([CH3:25])[CH3:24])=[O:21])[CH2:16][CH2:15]2)=[O:13])=[CH:10][CH:9]=1.[Br:29][C:30]1[CH:31]=[CH:32][C:33](F)=[C:34]([CH:37]=1)[C:35]#[N:36].[NH4+].[Cl-]. Product: [Br:29][C:30]1[CH:31]=[CH:32][C:33]([NH:7][C:8]2[CH:9]=[CH:10][C:11]([C:12]([N:14]3[CH2:15][CH2:16][N:17]([C:20]([O:22][C:23]([CH3:25])([CH3:24])[CH3:26])=[O:21])[CH2:18][CH2:19]3)=[O:13])=[CH:27][CH:28]=2)=[C:34]([C:35]#[N:36])[CH:37]=1. The catalyst class is: 633. (2) Reactant: [CH2:1]([C:4]1([C:18]2[NH:19][C:20]([C:30]3[CH:38]=[CH:37][C:33]4[O:34][CH2:35][O:36][C:32]=4[CH:31]=3)=[C:21]([C:23]3[CH:28]=[CH:27][CH:26]=[C:25]([CH3:29])[N:24]=3)[N:22]=2)[CH2:9][CH2:8][CH:7]([O:10][Si:11]([C:14]([CH3:17])([CH3:16])[CH3:15])([CH3:13])[CH3:12])[CH2:6][CH2:5]1)[CH:2]=[CH2:3].[CH2:39](Br)[CH:40]=[CH2:41].[H-].[Na+]. Product: [CH2:41]([N:22]1[C:21]([C:23]2[CH:28]=[CH:27][CH:26]=[C:25]([CH3:29])[N:24]=2)=[C:20]([C:30]2[CH:38]=[CH:37][C:33]3[O:34][CH2:35][O:36][C:32]=3[CH:31]=2)[N:19]=[C:18]1[C:4]1([CH2:1][CH:2]=[CH2:3])[CH2:9][CH2:8][CH:7]([O:10][Si:11]([C:14]([CH3:17])([CH3:16])[CH3:15])([CH3:12])[CH3:13])[CH2:6][CH2:5]1)[CH:40]=[CH2:39]. The catalyst class is: 3. (3) Product: [CH2:2]([O:4][C:5]([N:7]1[C:16]2[C:11](=[CH:12][C:13]([C:17]([F:19])([F:20])[F:18])=[CH:14][CH:15]=2)[CH2:10][CH2:9][C:8]1([NH:23][CH:24]1[N:29]([CH:30]([C:37]([F:40])([F:38])[F:39])[C:31]2[CH:36]=[CH:35][CH:34]=[CH:33][CH:32]=2)[CH2:28][C:27]([CH:53]([C:60]([F:61])([F:62])[F:63])[C:54]2[CH:55]=[CH:56][CH:57]=[CH:58][CH:59]=2)([O:41][CH2:42][CH2:43][CH2:44][CH2:45][C:46]([OH:48])=[O:47])[CH:26]=[N:25]1)[CH2:21][CH3:22])=[O:6])[CH3:3]. The catalyst class is: 15. Reactant: Cl.[CH2:2]([O:4][C:5]([N:7]1[C:16]2[C:11](=[CH:12][C:13]([C:17]([F:20])([F:19])[F:18])=[CH:14][CH:15]=2)[CH2:10][CH2:9][C:8]1([NH:23][CH:24]1[N:29]([CH:30]([C:37]([F:40])([F:39])[F:38])[C:31]2[CH:36]=[CH:35][CH:34]=[CH:33][CH:32]=2)[CH2:28][C:27]([CH:53]([C:60]([F:63])([F:62])[F:61])[C:54]2[CH:59]=[CH:58][CH:57]=[CH:56][CH:55]=2)([O:41][CH2:42][CH2:43][CH2:44][CH2:45][C:46]([O:48]C(C)(C)C)=[O:47])[CH:26]=[N:25]1)[CH2:21][CH3:22])=[O:6])[CH3:3].O.C(OCC)(=O)C.